From a dataset of Peptide-MHC class II binding affinity with 134,281 pairs from IEDB. Regression. Given a peptide amino acid sequence and an MHC pseudo amino acid sequence, predict their binding affinity value. This is MHC class II binding data. (1) The peptide sequence is TIDGRGAEVHIGNGG. The binding affinity (normalized) is 0.173. The MHC is DRB4_0101 with pseudo-sequence DRB4_0103. (2) The peptide sequence is MAFQEMENFLGPIAV. The MHC is HLA-DQA10601-DQB10402 with pseudo-sequence HLA-DQA10601-DQB10402. The binding affinity (normalized) is 0. (3) The peptide sequence is LKNCVDAKMTEEDKE. The MHC is HLA-DPA10201-DPB10101 with pseudo-sequence HLA-DPA10201-DPB10101. The binding affinity (normalized) is 0.278. (4) The binding affinity (normalized) is 0.548. The peptide sequence is ALTEALRVIAGAFEV. The MHC is HLA-DQA10501-DQB10201 with pseudo-sequence HLA-DQA10501-DQB10201. (5) The peptide sequence is LAAMDGGGFYADDTA. The MHC is DRB3_0301 with pseudo-sequence DRB3_0301. The binding affinity (normalized) is 0.481.